This data is from Reaction yield outcomes from USPTO patents with 853,638 reactions. The task is: Predict the reaction yield, written as a fraction of the theoretical maximum amount of product (1.0 means a 100% yield; for example, 0.34 means a 34% yield). (1) The reactants are [CH2:1]([O:8][C:9]1[C:10]([C:23](O)=[O:24])=[N:11][CH:12]=[C:13]([O:15][CH2:16][C:17]2[CH:22]=[CH:21][CH:20]=[CH:19][CH:18]=2)[CH:14]=1)[C:2]1[CH:7]=[CH:6][CH:5]=[CH:4][CH:3]=1.[CH3:26]N(C)CCCN=C=NCC.ON1C2C=CC=CC=2N=N1.[NH2:47][C:48]([CH3:53])([CH3:52])[C:49]([OH:51])=[O:50].C(N(C(C)C)CC)(C)C. The catalyst is CN(C=O)C. The product is [CH3:26][O:50][C:49](=[O:51])[C:48]([NH:47][C:23]([C:10]1[C:9]([O:8][CH2:1][C:2]2[CH:7]=[CH:6][CH:5]=[CH:4][CH:3]=2)=[CH:14][C:13]([O:15][CH2:16][C:17]2[CH:18]=[CH:19][CH:20]=[CH:21][CH:22]=2)=[CH:12][N:11]=1)=[O:24])([CH3:53])[CH3:52]. The yield is 0.450. (2) The reactants are [NH2:1][C:2]1[C:10]([NH2:11])=[CH:9][C:8]([O:12][CH3:13])=[CH:7][C:3]=1[C:4]([OH:6])=[O:5].[F:14][C:15]([F:25])([F:24])[C:16]1[CH:23]=[CH:22][CH:21]=[CH:20][C:17]=1[CH:18]=O.S(S([O-])=O)([O-])(=O)=O.[Na+].[Na+]. The catalyst is CN(C=O)C.O. The product is [CH3:13][O:12][C:8]1[CH:7]=[C:3]([C:4]([OH:6])=[O:5])[C:2]2[N:1]=[C:18]([C:17]3[CH:20]=[CH:21][CH:22]=[CH:23][C:16]=3[C:15]([F:14])([F:24])[F:25])[NH:11][C:10]=2[CH:9]=1. The yield is 0.400. (3) The reactants are [CH3:1][C:2]1[CH:3]=[C:4]([CH:8]=[C:9]([CH3:14])[C:10]=1[N+:11]([O-])=O)[C:5](O)=O.C(Cl)(=O)C(Cl)=O.[NH2:21][C:22]1[CH:30]=[C:29]([O:31][CH3:32])[CH:28]=[C:27]([O:33][CH3:34])[C:23]=1[C:24]([NH2:26])=[O:25].N1C=CC=CC=1. The catalyst is C(Cl)Cl.C1COCC1.CCOC(C)=O.CN(C=O)C. The product is [NH2:11][C:10]1[C:2]([CH3:1])=[CH:3][C:4]([C:5]2[NH:26][C:24](=[O:25])[C:23]3[C:22](=[CH:30][C:29]([O:31][CH3:32])=[CH:28][C:27]=3[O:33][CH3:34])[N:21]=2)=[CH:8][C:9]=1[CH3:14]. The yield is 0.870. (4) The reactants are [F:1][C:2]1[CH:3]=[N:4][C:5]([NH:11][C@H:12]2[CH2:17][CH2:16][C@H:15]([C:18]([O:20][CH3:21])=[O:19])[CH2:14][CH2:13]2)=[C:6]([CH:10]=1)[C:7]([OH:9])=O.[NH2:22][C@@H:23]1[CH2:28][CH2:27][C@H:26]([NH:29][C:30](=[O:36])[O:31][C:32]([CH3:35])([CH3:34])[CH3:33])[CH2:25][CH2:24]1.CN(C(ON1N=NC2C=CC=NC1=2)=[N+](C)C)C.F[P-](F)(F)(F)(F)F.C1C=NC2N(O)N=NC=2C=1.CCN(C(C)C)C(C)C. The yield is 0.650. The product is [C:32]([O:31][C:30]([NH:29][C@@H:26]1[CH2:25][CH2:24][C@H:23]([NH:22][C:7]([C:6]2[C:5]([NH:11][C@H:12]3[CH2:17][CH2:16][C@H:15]([C:18]([O:20][CH3:21])=[O:19])[CH2:14][CH2:13]3)=[N:4][CH:3]=[C:2]([F:1])[CH:10]=2)=[O:9])[CH2:28][CH2:27]1)=[O:36])([CH3:35])([CH3:33])[CH3:34]. The catalyst is CN1C(=O)CCC1.CCOC(C)=O. (5) The catalyst is C(O)C. The yield is 0.0800. The reactants are [CH:1](=O)[C:2]1[CH:7]=[CH:6][CH:5]=[CH:4][CH:3]=1.[C:9](#[N:13])[CH2:10][C:11]#[N:12].C(N(CC)CC)C.[CH3:21][O:22][C:23]1[CH:28]=[CH:27][C:26]([C:29]2[CH2:33][C:32](=[O:34])[N:31]([CH3:35])[N:30]=2)=[CH:25][CH:24]=1. The product is [NH2:12][C:11]1[O:34][C:32]2[N:31]([CH3:35])[N:30]=[C:29]([C:26]3[CH:25]=[CH:24][C:23]([O:22][CH3:21])=[CH:28][CH:27]=3)[C:33]=2[CH:1]([C:2]2[CH:7]=[CH:6][CH:5]=[CH:4][CH:3]=2)[C:10]=1[C:9]#[N:13]. (6) The reactants are C[Al](C)C.[F:5][C:6]1[CH:7]=[C:8]([CH:11]=[CH:12][CH:13]=1)[CH2:9][NH2:10].C([O:16][C:17]([C:19]1[C:20]([O:34][CH2:35][CH3:36])=[N:21][C:22]2[C:27]([C:28]=1[OH:29])=[CH:26][CH:25]=[C:24]([C:30]([F:33])([F:32])[F:31])[CH:23]=2)=O)C.CCOC(C)=O.CCCCCC. The catalyst is C1(C)C=CC=CC=1.O. The product is [CH2:35]([O:34][C:20]1[C:19]([C:17]([NH:10][CH2:9][C:8]2[CH:11]=[CH:12][CH:13]=[C:6]([F:5])[CH:7]=2)=[O:16])=[C:28]([OH:29])[C:27]2[C:22](=[CH:23][C:24]([C:30]([F:33])([F:31])[F:32])=[CH:25][CH:26]=2)[N:21]=1)[CH3:36]. The yield is 0.410. (7) The reactants are [C:1]1([S:7][C:8]2[CH:9]=[C:10]([CH:14]([N:18]3[CH:22]=[C:21]([C:23]4[C:24]5[CH:31]=[CH:30][N:29](COCC[Si](C)(C)C)[C:25]=5[N:26]=[CH:27][N:28]=4)[CH:20]=[N:19]3)[CH2:15][C:16]#[N:17])[CH:11]=[N:12][CH:13]=2)[CH:6]=[CH:5][CH:4]=[CH:3][CH:2]=1.C(Cl)Cl.[C:43]([OH:49])([C:45]([F:48])([F:47])[F:46])=[O:44].CO.C(N)CN. No catalyst specified. The product is [F:46][C:45]([F:48])([F:47])[C:43]([OH:49])=[O:44].[C:1]1([S:7][C:8]2[CH:9]=[C:10]([CH:14]([N:18]3[CH:22]=[C:21]([C:23]4[C:24]5[CH:31]=[CH:30][NH:29][C:25]=5[N:26]=[CH:27][N:28]=4)[CH:20]=[N:19]3)[CH2:15][C:16]#[N:17])[CH:11]=[N:12][CH:13]=2)[CH:2]=[CH:3][CH:4]=[CH:5][CH:6]=1. The yield is 0.581. (8) The reactants are Cl[C:2]1[CH:3]=[C:4]([CH:9]=[C:10]([CH3:12])[N:11]=1)[C:5]([O:7][CH3:8])=O.[CH3:13]COC(C)=O.[NH4+:19].[OH-:20]. The catalyst is CN(C=O)C.[C-]#N.[C-]#N.[Zn+2].C1C=CC([P]([Pd]([P](C2C=CC=CC=2)(C2C=CC=CC=2)C2C=CC=CC=2)([P](C2C=CC=CC=2)(C2C=CC=CC=2)C2C=CC=CC=2)[P](C2C=CC=CC=2)(C2C=CC=CC=2)C2C=CC=CC=2)(C2C=CC=CC=2)C2C=CC=CC=2)=CC=1. The product is [C:13]([C:2]1[CH:3]=[C:4]([CH:9]=[C:10]([CH3:12])[N:11]=1)[C:5]([O:7][CH3:8])=[O:20])#[N:19]. The yield is 0.680. (9) The reactants are N#N.[CH2:3]([O:5][C:6](=[O:29])[CH2:7][N:8]1[CH2:13][CH2:12][N:11]([C:14](=[O:28])[CH2:15][C:16]2[CH:21]=[C:20]([O:22]C)[C:19]([O:24]C)=[C:18]([O:26]C)[CH:17]=2)[CH2:10][CH2:9]1)[CH3:4].B(Br)(Br)Br.O. The catalyst is C(Cl)Cl. The product is [CH2:3]([O:5][C:6](=[O:29])[CH2:7][N:8]1[CH2:13][CH2:12][N:11]([C:14](=[O:28])[CH2:15][C:16]2[CH:21]=[C:20]([OH:22])[C:19]([OH:24])=[C:18]([OH:26])[CH:17]=2)[CH2:10][CH2:9]1)[CH3:4]. The yield is 0.400.